From a dataset of HIV replication inhibition screening data with 41,000+ compounds from the AIDS Antiviral Screen. Binary Classification. Given a drug SMILES string, predict its activity (active/inactive) in a high-throughput screening assay against a specified biological target. (1) The compound is NC(=S)NN=C1C(=O)N(c2ccc(Cl)cc2Cl)C(=O)C(=O)C1c1nc2ccccc2s1. The result is 0 (inactive). (2) The molecule is CN(C)N=Cc1cn(C)c(=O)n(C)c1=O. The result is 0 (inactive). (3) The compound is CCCCCC1C(=O)N2C=C(c3ccccc3)c3ccccc3N2C1=O. The result is 0 (inactive). (4) The drug is CCOC(=O)C=CSCCCC(=O)O. The result is 0 (inactive). (5) The compound is O=C1CCC(=O)C(C(=O)CCC(=O)Nc2ccc(Cl)cc2)C1. The result is 0 (inactive). (6) The molecule is CC1(C)CCc2cc3c(cc2O1)OC(C)(C)C1c2cc(O)c(OCc4ccccc4)cc2OC31. The result is 0 (inactive).